The task is: Predict hERG channel inhibition at various concentrations.. This data is from hERG Central: cardiac toxicity at 1µM, 10µM, and general inhibition. (1) The molecule is COc1cc2c(cc1OC)CN(c1ccc([N+](=O)[O-])cc1C#N)CC2. Results: hERG_inhib (hERG inhibition (general)): blocker. (2) The compound is CCCCn1c(CN2CCN(CCO)CC2)nc2ccccc21. Results: hERG_inhib (hERG inhibition (general)): blocker.